Dataset: Forward reaction prediction with 1.9M reactions from USPTO patents (1976-2016). Task: Predict the product of the given reaction. Given the reactants C(=O)([O-])[O-].[K+].[K+].Cl[C:8]1[C:17]2[C:12](=[C:13]([C:18]([F:21])([F:20])[F:19])[CH:14]=[CH:15][CH:16]=2)[N:11]=[CH:10][CH:9]=1.[CH3:22][O:23][C:24]([C:26]1[C:34]2[C:29](=[CH:30][CH:31]=[CH:32][CH:33]=2)[NH:28][CH:27]=1)=[O:25], predict the reaction product. The product is: [CH3:22][O:23][C:24]([C:26]1[C:34]2[C:29](=[CH:30][CH:31]=[CH:32][CH:33]=2)[N:28]([C:8]2[C:17]3[C:12](=[C:13]([C:18]([F:21])([F:20])[F:19])[CH:14]=[CH:15][CH:16]=3)[N:11]=[CH:10][CH:9]=2)[CH:27]=1)=[O:25].